Predict the reactants needed to synthesize the given product. From a dataset of Full USPTO retrosynthesis dataset with 1.9M reactions from patents (1976-2016). (1) Given the product [C:4]([O:8][C@@H:9]([C:13]1[C:22]([CH3:23])=[CH:21][C:20]2[C:15](=[CH:16][CH:17]=[CH:18][CH:19]=2)[C:14]=1[Cl:24])[C:10]([O:12][CH2:1][CH3:2])=[O:11])([CH3:7])([CH3:6])[CH3:5], predict the reactants needed to synthesize it. The reactants are: [CH2:1](I)[CH3:2].[C:4]([O:8][C@@H:9]([C:13]1[C:22]([CH3:23])=[CH:21][C:20]2[C:15](=[CH:16][CH:17]=[CH:18][CH:19]=2)[C:14]=1[Cl:24])[C:10]([OH:12])=[O:11])([CH3:7])([CH3:6])[CH3:5].C([O-])([O-])=O.[Cs+].[Cs+].C(OCC)(=O)C. (2) Given the product [C:26]([CH:20]([CH:19]([C:13]1[CH:18]=[CH:17][CH:16]=[CH:15][CH:14]=1)[CH3:25])[C:21]([O:23][CH3:24])=[O:22])(=[O:28])[CH3:27], predict the reactants needed to synthesize it. The reactants are: C([Li])CCC.C(NC(C)C)(C)C.[C:13]1([CH:19]([CH3:25])[CH2:20][C:21]([O:23][CH3:24])=[O:22])[CH:18]=[CH:17][CH:16]=[CH:15][CH:14]=1.[C:26](Cl)(=[O:28])[CH3:27].C([O-])(O)=O.[Na+]. (3) Given the product [C:22]([O:21][C:19]([NH:18][C:13](=[CH2:12])[C:14]([O:16][CH3:17])=[O:15])=[O:20])([CH3:25])([CH3:24])[CH3:23], predict the reactants needed to synthesize it. The reactants are: C(OC(O[CH2:12][C@H:13]([NH:18][C:19]([O:21][C:22]([CH3:25])([CH3:24])[CH3:23])=[O:20])[C:14]([O:16][CH3:17])=[O:15])=O)C1C=CC=CC=1.C([O-])([O-])=O.[K+].[K+]. (4) The reactants are: [F:1][C:2]1([F:37])[O:6][C:5]2[CH:7]=[CH:8][C:9]([C:11]3([C:14]([NH:16][C:17]4[N:22]=[C:21]([C:23]5[CH:24]=[C:25]([C:29]6([C:32]([O:34]C)=[O:33])[CH2:31][CH2:30]6)[CH:26]=[CH:27][CH:28]=5)[C:20]([CH3:36])=[CH:19][CH:18]=4)=[O:15])[CH2:13][CH2:12]3)=[CH:10][C:4]=2[O:3]1.O.Cl. Given the product [F:37][C:2]1([F:1])[O:6][C:5]2[CH:7]=[CH:8][C:9]([C:11]3([C:14]([NH:16][C:17]4[N:22]=[C:21]([C:23]5[CH:24]=[C:25]([C:29]6([C:32]([OH:34])=[O:33])[CH2:31][CH2:30]6)[CH:26]=[CH:27][CH:28]=5)[C:20]([CH3:36])=[CH:19][CH:18]=4)=[O:15])[CH2:12][CH2:13]3)=[CH:10][C:4]=2[O:3]1, predict the reactants needed to synthesize it. (5) The reactants are: C([O-])([O-])=O.[Cs+].[Cs+].[Br:7][C:8]1[CH:9]=[N:10][NH:11][CH:12]=1.Br.Br[CH2:15][CH2:16][N:17]([CH2:20][CH3:21])[CH2:18][CH3:19]. Given the product [Br:7][C:8]1[CH:9]=[N:10][N:11]([CH2:15][CH2:16][N:17]([CH2:20][CH3:21])[CH2:18][CH3:19])[CH:12]=1, predict the reactants needed to synthesize it. (6) Given the product [F:15][C:9]([F:16])([C:2]1[CH:7]=[CH:6][CH:5]=[CH:4][N:3]=1)[C:10]([O:12][CH2:13][CH3:14])=[O:11], predict the reactants needed to synthesize it. The reactants are: Br[C:2]1[CH:7]=[CH:6][CH:5]=[CH:4][N:3]=1.Br[C:9]([F:16])([F:15])[C:10]([O:12][CH2:13][CH3:14])=[O:11].C(OC(C)C)(=O)C.